This data is from NCI-60 drug combinations with 297,098 pairs across 59 cell lines. The task is: Regression. Given two drug SMILES strings and cell line genomic features, predict the synergy score measuring deviation from expected non-interaction effect. (1) Drug 1: CCCS(=O)(=O)NC1=C(C(=C(C=C1)F)C(=O)C2=CNC3=C2C=C(C=N3)C4=CC=C(C=C4)Cl)F. Drug 2: COCCOC1=C(C=C2C(=C1)C(=NC=N2)NC3=CC=CC(=C3)C#C)OCCOC.Cl. Cell line: SW-620. Synergy scores: CSS=-29.6, Synergy_ZIP=11.4, Synergy_Bliss=-2.40, Synergy_Loewe=-19.5, Synergy_HSA=-21.8. (2) Drug 1: CCCCCOC(=O)NC1=NC(=O)N(C=C1F)C2C(C(C(O2)C)O)O. Drug 2: C(CC(=O)O)C(=O)CN.Cl. Cell line: MOLT-4. Synergy scores: CSS=15.1, Synergy_ZIP=0.612, Synergy_Bliss=5.70, Synergy_Loewe=0.0458, Synergy_HSA=0.905. (3) Drug 1: CC1=CC2C(CCC3(C2CCC3(C(=O)C)OC(=O)C)C)C4(C1=CC(=O)CC4)C. Drug 2: CC1=C2C(C(=O)C3(C(CC4C(C3C(C(C2(C)C)(CC1OC(=O)C(C(C5=CC=CC=C5)NC(=O)C6=CC=CC=C6)O)O)OC(=O)C7=CC=CC=C7)(CO4)OC(=O)C)O)C)OC(=O)C. Cell line: IGROV1. Synergy scores: CSS=27.5, Synergy_ZIP=-5.56, Synergy_Bliss=-1.17, Synergy_Loewe=-37.9, Synergy_HSA=-2.39. (4) Drug 1: CC12CCC(CC1=CCC3C2CCC4(C3CC=C4C5=CN=CC=C5)C)O. Drug 2: C1CCN(CC1)CCOC2=CC=C(C=C2)C(=O)C3=C(SC4=C3C=CC(=C4)O)C5=CC=C(C=C5)O. Cell line: COLO 205. Synergy scores: CSS=-0.160, Synergy_ZIP=6.28, Synergy_Bliss=9.18, Synergy_Loewe=2.79, Synergy_HSA=2.94. (5) Drug 2: CC1=C(C=C(C=C1)NC(=O)C2=CC=C(C=C2)CN3CCN(CC3)C)NC4=NC=CC(=N4)C5=CN=CC=C5. Drug 1: C1=NC2=C(N1)C(=S)N=C(N2)N. Synergy scores: CSS=28.2, Synergy_ZIP=3.03, Synergy_Bliss=1.85, Synergy_Loewe=-20.3, Synergy_HSA=-1.03. Cell line: HCC-2998.